From a dataset of Catalyst prediction with 721,799 reactions and 888 catalyst types from USPTO. Predict which catalyst facilitates the given reaction. (1) Reactant: C([O-])(O)=O.[Na+].[NH2:6][C@H:7]([CH2:12][C:13]1[CH:18]=[CH:17][CH:16]=[CH:15][CH:14]=1)[C:8]([O:10][CH3:11])=[O:9].[CH3:19][C:20]([O:23][C:24](O[C:24]([O:23][C:20]([CH3:22])([CH3:21])[CH3:19])=[O:25])=[O:25])([CH3:22])[CH3:21]. Product: [C:20]([O:23][C:24]([NH:6][C@H:7]([CH2:12][C:13]1[CH:18]=[CH:17][CH:16]=[CH:15][CH:14]=1)[C:8]([O:10][CH3:11])=[O:9])=[O:25])([CH3:22])([CH3:21])[CH3:19]. The catalyst class is: 2. (2) Reactant: [C:1]([CH:3]1[CH2:6][N:5]([C:7](=[O:43])[C@H:8]([NH:10][C:11]([C:13]2[C:21]3[C:16](=[N:17][CH:18]=[C:19]([C:22]4[C:30]5[C:25](=[CH:26][C:27]([Cl:31])=[CH:28][CH:29]=5)[N:24]([CH2:32][CH:33]=[CH2:34])[N:23]=4)[N:20]=3)[N:15]([CH2:35][O:36][CH2:37][CH2:38][Si:39]([CH3:42])([CH3:41])[CH3:40])[CH:14]=2)=[O:12])[CH3:9])[CH2:4]1)#[N:2]. Product: [C:1]([CH:3]1[CH2:6][N:5]([C:7](=[O:43])[C@H:8]([NH:10][C:11]([C:13]2[C:21]3[C:16](=[N:17][CH:18]=[C:19]([C:22]4[C:30]5[C:25](=[CH:26][C:27]([Cl:31])=[CH:28][CH:29]=5)[N:24]([CH2:32][CH2:33][CH3:34])[N:23]=4)[N:20]=3)[N:15]([CH2:35][O:36][CH2:37][CH2:38][Si:39]([CH3:41])([CH3:40])[CH3:42])[CH:14]=2)=[O:12])[CH3:9])[CH2:4]1)#[N:2]. The catalyst class is: 19. (3) Reactant: C[O:2][C:3](=[O:31])[C@@H:4]([NH:14][C:15](=[O:30])[C@@H:16]([NH:18][C:19]([C:21]1[N:22]=[C:23]2[CH:28]=[CH:27][CH:26]=[CH:25][N:24]2[CH:29]=1)=[O:20])[CH3:17])[CH2:5][C:6]1[CH:11]=[CH:10][C:9]([O:12][CH3:13])=[CH:8][CH:7]=1.[OH-].C[Sn+](C)C. Product: [N:22]1[C:21]([C:19]([NH:18][C@@H:16]([CH3:17])[C:15]([NH:14][C@@H:4]([CH2:5][C:6]2[CH:7]=[CH:8][C:9]([O:12][CH3:13])=[CH:10][CH:11]=2)[C:3]([OH:31])=[O:2])=[O:30])=[O:20])=[CH:29][N:24]2[CH:25]=[CH:26][CH:27]=[CH:28][C:23]=12. The catalyst class is: 26.